This data is from Reaction yield outcomes from USPTO patents with 853,638 reactions. The task is: Predict the reaction yield, written as a fraction of the theoretical maximum amount of product (1.0 means a 100% yield; for example, 0.34 means a 34% yield). (1) The product is [N:10]1[C:11]2[C:12](=[N:13][CH:14]=[CH:15][C:16]=2[CH2:17][N:18]2[CH2:22][CH:21]([CH2:23][CH2:24][CH3:25])[CH2:20][C:19]2=[O:26])[NH:8][CH:9]=1. The yield is 0.850. The catalyst is FC(F)(F)C(O)=O.C(OCC)(=O)C. The reactants are COC1C=CC(C[N:8]2[C:12]3=[N:13][CH:14]=[CH:15][C:16]([CH2:17][N:18]4[CH2:22][CH:21]([CH2:23][CH2:24][CH3:25])[CH2:20][C:19]4=[O:26])=[C:11]3[N:10]=[CH:9]2)=CC=1.C1(OC)C=CC=CC=1.OS(O)(=O)=O.C([O-])(O)=O.[Na+]. (2) The reactants are [NH2:1][C:2]1[CH:9]=[CH:8][CH:7]=[C:6]([O:10][CH2:11][C:12]([CH3:15])([CH3:14])[CH3:13])[C:3]=1[C:4]#[N:5].[C:16]([N:24]=[C:25]=[O:26])(=[O:23])[C:17]1[CH:22]=[CH:21][CH:20]=[CH:19][CH:18]=1. No catalyst specified. The product is [C:4]([C:3]1[C:6]([O:10][CH2:11][C:12]([CH3:15])([CH3:14])[CH3:13])=[CH:7][CH:8]=[CH:9][C:2]=1[NH:1][C:25]([NH:24][C:16](=[O:23])[C:17]1[CH:18]=[CH:19][CH:20]=[CH:21][CH:22]=1)=[O:26])#[N:5]. The yield is 0.960. (3) The reactants are [C:1](OC(=O)C)(=[O:3])[CH3:2].[NH2:8][C:9]1[N:14]=[CH:13][C:12](/[CH:15]=[CH:16]/[C:17]([N:19]([CH2:21][C:22]2[C:30]3[C:25](=[CH:26][CH:27]=[CH:28][CH:29]=3)[N:24]([CH3:31])[CH:23]=2)[CH3:20])=[O:18])=[CH:11][CH:10]=1.C(=O)(O)[O-].[Na+]. The catalyst is C1COCC1. The product is [C:1]([NH:8][C:9]1[N:14]=[CH:13][C:12](/[CH:15]=[CH:16]/[C:17]([N:19]([CH3:20])[CH2:21][C:22]2[C:30]3[C:25](=[CH:26][CH:27]=[CH:28][CH:29]=3)[N:24]([CH3:31])[CH:23]=2)=[O:18])=[CH:11][CH:10]=1)(=[O:3])[CH3:2]. The yield is 0.450.